The task is: Predict the reaction yield, written as a fraction of the theoretical maximum amount of product (1.0 means a 100% yield; for example, 0.34 means a 34% yield).. This data is from Reaction yield outcomes from USPTO patents with 853,638 reactions. The yield is 0.820. The reactants are Br[C:2]1[C:14]([NH2:15])=[C:13](Br)[C:5]2[O:6][C:7]3[CH:12]=[CH:11][CH:10]=[CH:9][C:8]=3[C:4]=2[CH:3]=1.[CH:17](=O)[C:18]1[CH:23]=CC=C[CH:19]=1.P([O-])([O-])([O-])=O.[K+].[K+].[K+].C1(P(C2CCCCC2)[C:40]2C=CC=[CH:42][C:41]=2[C:46]2C(OC)=CC=CC=2OC)CCCCC1. The catalyst is C(OCC)(=O)C.O.C1(C)C=CC=CC=1. The product is [CH3:23][C:18]([CH3:17])=[CH:19][C:2]1[C:14]([NH2:15])=[C:13]([CH:40]=[C:41]([CH3:46])[CH3:42])[C:5]2[O:6][C:7]3[CH:12]=[CH:11][CH:10]=[CH:9][C:8]=3[C:4]=2[CH:3]=1.